From a dataset of Full USPTO retrosynthesis dataset with 1.9M reactions from patents (1976-2016). Predict the reactants needed to synthesize the given product. (1) Given the product [Cl:37][C:36]1[C:31]([C:29]([NH:28][C@H:27]([C:42]2([OH:47])[CH2:43][CH2:44][CH2:45][CH2:46]2)[C:23]2[CH:22]=[CH:21][CH:26]=[C:25]([C:6]3[CH:11]=[CH:10][CH:9]=[CH:8][N:7]=3)[CH:24]=2)=[O:30])=[N:32][CH:33]=[CH:34][C:35]=1[C:38]([F:41])([F:39])[F:40], predict the reactants needed to synthesize it. The reactants are: C([Sn](CCCC)(CCCC)[C:6]1[CH:11]=[CH:10][CH:9]=[CH:8][N:7]=1)CCC.Br[C:21]1[CH:22]=[C:23]([C@@H:27]([C:42]2([OH:47])[CH2:46][CH2:45][CH2:44][CH2:43]2)[NH:28][C:29]([C:31]2[C:36]([Cl:37])=[C:35]([C:38]([F:41])([F:40])[F:39])[CH:34]=[CH:33][N:32]=2)=[O:30])[CH:24]=[CH:25][CH:26]=1. (2) The reactants are: [CH3:1][C:2]1([CH3:19])[O:7][CH2:6][C:5]([CH2:17][OH:18])([CH2:8][N:9]2[CH:13]=[CH:12][N:11]=[C:10]2[N+:14]([O-:16])=[O:15])[CH2:4][O:3]1.[C:20]1([CH3:30])[CH:25]=[CH:24][C:23]([S:26](Cl)(=[O:28])=[O:27])=[CH:22][CH:21]=1. Given the product [CH3:1][C:2]1([CH3:19])[O:3][CH2:4][C:5]([CH2:8][N:9]2[CH:13]=[CH:12][N:11]=[C:10]2[N+:14]([O-:16])=[O:15])([CH2:17][O:18][S:26]([C:23]2[CH:24]=[CH:25][C:20]([CH3:30])=[CH:21][CH:22]=2)(=[O:28])=[O:27])[CH2:6][O:7]1, predict the reactants needed to synthesize it. (3) Given the product [F:33][C:34]([F:53])([F:52])[S:35]([O:25][C:18]1[CH:19]=[CH:20][CH:21]=[C:22]2[C:17]=1[N:16]=[C:15]([C:12]1[N:9]3[CH:10]=[CH:11][C:6]([O:5][CH2:4][CH2:3][O:2][CH3:1])=[CH:7][C:8]3=[N:14][CH:13]=1)[CH:24]=[CH:23]2)(=[O:37])=[O:36], predict the reactants needed to synthesize it. The reactants are: [CH3:1][O:2][CH2:3][CH2:4][O:5][C:6]1[CH:11]=[CH:10][N:9]2[C:12]([C:15]3[CH:24]=[CH:23][C:22]4[C:17](=[C:18]([OH:25])[CH:19]=[CH:20][CH:21]=4)[N:16]=3)=[CH:13][N:14]=[C:8]2[CH:7]=1.C(N(CC)CC)C.[F:33][C:34]([F:53])([F:52])[S:35](N(C1C=CC=CC=1)[S:35]([C:34]([F:53])([F:52])[F:33])(=[O:37])=[O:36])(=[O:37])=[O:36]. (4) Given the product [C:19]([O:18][C:16]([N:14]1[C@H:13]([CH2:23][CH:24]([CH3:26])[CH3:25])[CH2:12][N:11]([S:27]([C:30]2[CH:35]=[CH:34][C:33]([O:36][CH3:37])=[CH:32][CH:31]=2)(=[O:29])=[O:28])[C@@H:10]([CH2:9][OH:8])[CH2:15]1)=[O:17])([CH3:22])([CH3:20])[CH3:21], predict the reactants needed to synthesize it. The reactants are: C([O:8][CH2:9][C@H:10]1[CH2:15][N:14]([C:16]([O:18][C:19]([CH3:22])([CH3:21])[CH3:20])=[O:17])[C@H:13]([CH2:23][CH:24]([CH3:26])[CH3:25])[CH2:12][N:11]1[S:27]([C:30]1[CH:35]=[CH:34][C:33]([O:36][CH3:37])=[CH:32][CH:31]=1)(=[O:29])=[O:28])C1C=CC=CC=1. (5) Given the product [NH2:11][C:9]1[N:8]=[CH:7][N:6]=[C:5]2[N:4]([CH:12]([C:14]3[CH:15]=[C:16]4[N:21]([C:22]=3[C:23]3[CH:28]=[CH:27][CH:26]=[CH:25][N:24]=3)[CH:20]=[CH:19][CH:18]=[CH:17]4)[CH3:13])[N:3]=[C:2]([C:35]3[CH:36]=[C:31]([CH2:30][OH:29])[CH:32]=[CH:33][CH:34]=3)[C:10]=12, predict the reactants needed to synthesize it. The reactants are: I[C:2]1[C:10]2[C:5](=[N:6][CH:7]=[N:8][C:9]=2[NH2:11])[N:4]([CH:12]([C:14]2[CH:15]=[C:16]3[N:21]([C:22]=2[C:23]2[CH:28]=[CH:27][CH:26]=[CH:25][N:24]=2)[CH:20]=[CH:19][CH:18]=[CH:17]3)[CH3:13])[N:3]=1.[OH:29][CH2:30][C:31]1[CH:32]=[C:33](B(O)O)[CH:34]=[CH:35][CH:36]=1.CCO.C([O-])([O-])=O.[Na+].[Na+]. (6) Given the product [Cl:47][C:44]1[CH:43]=[CH:42][C:41]([C@H:35]2[N:34]3[C@H:38]([CH2:39][CH2:40]/[C:32](=[CH:13]\[C:12]4[CH:15]=[CH:16][C:17]([N:18]5[CH:22]=[C:21]([CH3:23])[N:20]=[CH:19]5)=[C:10]([O:9][CH3:8])[CH:11]=4)/[C:33]3=[O:48])[CH2:37][CH2:36]2)=[CH:46][CH:45]=1, predict the reactants needed to synthesize it. The reactants are: [OH-].[Li+].O1CCCC1.[CH3:8][O:9][C:10]1[CH:11]=[C:12]([CH:15]=[CH:16][C:17]=1[N:18]1[CH:22]=[C:21]([CH3:23])[N:20]=[CH:19]1)[CH:13]=O.C(OP([CH:32]1[CH2:40][CH2:39][C@@H:38]2[N:34]([C@H:35]([C:41]3[CH:46]=[CH:45][C:44]([Cl:47])=[CH:43][CH:42]=3)[CH2:36][CH2:37]2)[C:33]1=[O:48])(=O)OCC)C.